From a dataset of Reaction yield outcomes from USPTO patents with 853,638 reactions. Predict the reaction yield, written as a fraction of the theoretical maximum amount of product (1.0 means a 100% yield; for example, 0.34 means a 34% yield). (1) The catalyst is CO.O. The yield is 0.690. The reactants are C([N:4]([S:11]([C:14]1[CH:19]=[CH:18][C:17]([C:20]2[C:21]([C:26]3[CH:31]=[CH:30][CH:29]=[CH:28][CH:27]=3)=[N:22][O:23][C:24]=2[CH3:25])=[CH:16][CH:15]=1)(=[O:13])=[O:12])[CH2:5][C:6]([O:8]CC)=[O:7])(=O)C.O[Li].O. The product is [CH3:25][C:24]1[O:23][N:22]=[C:21]([C:26]2[CH:27]=[CH:28][CH:29]=[CH:30][CH:31]=2)[C:20]=1[C:17]1[CH:18]=[CH:19][C:14]([S:11]([NH:4][CH2:5][C:6]([OH:8])=[O:7])(=[O:13])=[O:12])=[CH:15][CH:16]=1. (2) The reactants are [Br:1][C:2]1[CH:3]=[C:4]2[C:11]3([C:15](=[O:16])[N:14]([CH2:17][CH3:18])[C:13](SCC)=[N:12]3)[CH2:10][CH:9]([C:22]3[CH:27]=[CH:26][CH:25]=[CH:24][CH:23]=3)[O:8][C:5]2=[CH:6][CH:7]=1.[NH4+:28].[I-]. The catalyst is N.CCO. The product is [NH2:28][C:13]1[N:14]([CH2:17][CH3:18])[C:15](=[O:16])[C:11]2([C:4]3[C:5](=[CH:6][CH:7]=[C:2]([Br:1])[CH:3]=3)[O:8][CH:9]([C:22]3[CH:27]=[CH:26][CH:25]=[CH:24][CH:23]=3)[CH2:10]2)[N:12]=1. The yield is 0.240. (3) The reactants are [Si:1]([O:8][CH:9]1[CH2:18][C:17]2[C:16]([NH:19][C:20]3[O:21][C:22]([C:25]4[CH:30]=[CH:29][C:28]([C:31]([F:34])([F:33])[F:32])=[CH:27][CH:26]=4)=[CH:23][N:24]=3)=[CH:15][CH:14]=[CH:13][C:12]=2[CH2:11][CH2:10]1)([C:4]([CH3:7])([CH3:6])[CH3:5])([CH3:3])[CH3:2].[H-].[Na+].IC.[C:39](OCC)(=O)C. The catalyst is CN(C)C=O. The product is [Si:1]([O:8][CH:9]1[CH2:18][C:17]2[C:16]([N:19]([CH3:39])[C:20]3[O:21][C:22]([C:25]4[CH:30]=[CH:29][C:28]([C:31]([F:32])([F:33])[F:34])=[CH:27][CH:26]=4)=[CH:23][N:24]=3)=[CH:15][CH:14]=[CH:13][C:12]=2[CH2:11][CH2:10]1)([C:4]([CH3:7])([CH3:5])[CH3:6])([CH3:3])[CH3:2]. The yield is 0.180. (4) The reactants are C(Cl)(=O)C(Cl)=O.[F:7][C:8]1[CH:16]=[CH:15][C:11]([C:12]([OH:14])=O)=[CH:10][CH:9]=1.CCN(C(C)C)C(C)C.[CH3:26][O:27][C:28]1[CH:29]=[C:30]([CH2:36][CH2:37][C:38]2[CH:39]=[C:40]([NH2:43])[NH:41][N:42]=2)[CH:31]=[C:32]([O:34][CH3:35])[CH:33]=1. The catalyst is ClCCl.CN(C=O)C. The product is [CH3:35][O:34][C:32]1[CH:31]=[C:30]([CH2:36][CH2:37][C:38]2[CH:39]=[C:40]([NH:43][C:12](=[O:14])[C:11]3[CH:10]=[CH:9][C:8]([F:7])=[CH:16][CH:15]=3)[NH:41][N:42]=2)[CH:29]=[C:28]([O:27][CH3:26])[CH:33]=1. The yield is 0.0300. (5) The reactants are [CH3:1][C:2]1[CH:7]=[CH:6][N:5]=[CH:4][C:3]=1[N:8]1[CH2:12][CH2:11][NH:10][C:9]1=[O:13].Br[C:15]1[CH:20]=[CH:19][CH:18]=[CH:17][CH:16]=1.N[C@@H]1CCCC[C@H]1N.P([O-])([O-])([O-])=O.[K+].[K+].[K+]. The catalyst is [Cu](I)I.O1CCOCC1. The product is [CH3:1][C:2]1[CH:7]=[CH:6][N:5]=[CH:4][C:3]=1[N:8]1[CH2:12][CH2:11][N:10]([C:15]2[CH:20]=[CH:19][CH:18]=[CH:17][CH:16]=2)[C:9]1=[O:13]. The yield is 0.923.